This data is from CYP2D6 inhibition data for predicting drug metabolism from PubChem BioAssay. The task is: Regression/Classification. Given a drug SMILES string, predict its absorption, distribution, metabolism, or excretion properties. Task type varies by dataset: regression for continuous measurements (e.g., permeability, clearance, half-life) or binary classification for categorical outcomes (e.g., BBB penetration, CYP inhibition). Dataset: cyp2d6_veith. (1) The molecule is Cc1cccc(NC(=O)c2onc3c2CCCC3)c1C. The result is 0 (non-inhibitor). (2) The drug is O[C@@H](COc1cccc2ccccc12)CN1CCOCC1. The result is 0 (non-inhibitor). (3) The compound is C[N+]1(C)CCc2cc3c(cc2[C@@H]1[C@@H]1C(=O)Oc2c1ccc1c2OCO1)OCO3. The result is 1 (inhibitor). (4) The molecule is NC(N)=NCCCC(=O)O. The result is 0 (non-inhibitor). (5) The result is 0 (non-inhibitor). The molecule is CCCc1cc2c(n1CCO)C(C)C1CN(C(=O)c3ccccc3)C(C)(C(=O)OC)C21.